Task: Predict which catalyst facilitates the given reaction.. Dataset: Catalyst prediction with 721,799 reactions and 888 catalyst types from USPTO (1) Reactant: FC(F)(F)S(O[C:7]1[CH:12]=[C:11]([O:13][CH:14]2[CH2:19][CH2:18][CH2:17][CH2:16][O:15]2)[CH:10]=[C:9]([CH3:20])[C:8]=1[CH:21]=[O:22])(=O)=O.[CH3:25][C:26]1([CH3:42])[C:30]([CH3:32])([CH3:31])[O:29][B:28]([B:28]2[O:29][C:30]([CH3:32])([CH3:31])[C:26]([CH3:42])([CH3:25])[O:27]2)[O:27]1.CC(O[K])=O. Product: [CH3:20][C:9]1[CH:10]=[C:11]([O:13][CH:14]2[CH2:19][CH2:18][CH2:17][CH2:16][O:15]2)[CH:12]=[C:7]([B:28]2[O:29][C:30]([CH3:32])([CH3:31])[C:26]([CH3:42])([CH3:25])[O:27]2)[C:8]=1[CH:21]=[O:22]. The catalyst class is: 75. (2) Reactant: CO/[N:3]=[C:4]1/[C:5]([CH3:20])([CH3:19])[CH2:6][N:7]([C:9]([O:11][CH2:12][C:13]2[CH:18]=[CH:17][CH:16]=[CH:15][CH:14]=2)=[O:10])[CH2:8]/1.B. Product: [NH2:3][CH:4]1[CH2:8][N:7]([C:9]([O:11][CH2:12][C:13]2[CH:18]=[CH:17][CH:16]=[CH:15][CH:14]=2)=[O:10])[CH2:6][C:5]1([CH3:20])[CH3:19]. The catalyst class is: 7.